From a dataset of Caco-2 cell permeability data measuring drug intestinal absorption for ~900 compounds. Regression/Classification. Given a drug SMILES string, predict its absorption, distribution, metabolism, or excretion properties. Task type varies by dataset: regression for continuous measurements (e.g., permeability, clearance, half-life) or binary classification for categorical outcomes (e.g., BBB penetration, CYP inhibition). For this dataset (caco2_wang), we predict Y. (1) The compound is COc1ccc2c(c1)c(CC(=O)O)c(C)n2C(=O)c1ccc(Cl)cc1. The Y is -4.69 log Papp (cm/s). (2) The compound is COc1cc(C)ccc1S(=O)(=O)NC(=O)C(c1ccc2c(c1)OCO2)c1cn(C)c2cc(F)ccc12. The Y is -4.70 log Papp (cm/s). (3) The compound is CCCCCCC(N)C(=O)N[C@@H](Cc1c(C)cc(O)cc1C)C(=O)N1CCC[C@@H]1C(=O)N[C@@H](Cc1c[nH]c2ccccc12)C(=O)N[C@@H](Cc1ccccc1)C(N)=O. The Y is -6.22 log Papp (cm/s). (4) The drug is COC(=O)C1C(O)CCC2CN3CCc4c([nH]c5ccccc45)C3CC21. The Y is -4.81 log Papp (cm/s). (5) The compound is NC(CCC(=O)O)C(=O)O. The Y is -6.07 log Papp (cm/s).